Dataset: Forward reaction prediction with 1.9M reactions from USPTO patents (1976-2016). Task: Predict the product of the given reaction. Given the reactants [NH2:1][C:2]1[CH:3]=[CH:4][C:5]([CH3:12])=[C:6]([C:8]([F:11])([F:10])[F:9])[CH:7]=1.N1C=CC=CC=1.[F:19][C:20]([F:31])([F:30])[C:21](O[C:21](=[O:22])[C:20]([F:31])([F:30])[F:19])=[O:22], predict the reaction product. The product is: [CH3:12][C:5]1[CH:4]=[CH:3][C:2]([NH:1][C:21](=[O:22])[C:20]([F:31])([F:30])[F:19])=[CH:7][C:6]=1[C:8]([F:9])([F:10])[F:11].